Dataset: Forward reaction prediction with 1.9M reactions from USPTO patents (1976-2016). Task: Predict the product of the given reaction. (1) Given the reactants C[Si](C)(C)[C:3]#[C:4][CH2:5][CH2:6][NH:7][C:8]1[C:9]2[CH:16]=[CH:15][S:14][C:10]=2[N:11]=[CH:12][N:13]=1.O1CCCC1.[F-].C([N+](CCCC)(CCCC)CCCC)CCC.[Cl-].[NH4+], predict the reaction product. The product is: [CH2:6]([NH:7][C:8]1[C:9]2[CH:16]=[CH:15][S:14][C:10]=2[N:11]=[CH:12][N:13]=1)[CH2:5][C:4]#[CH:3]. (2) Given the reactants [C:1]([O:5][C:6]([N:8]1[C:16]2[C:11](=[CH:12][C:13]([O:17][Si:18]([C:21]([CH3:24])([CH3:23])[CH3:22])([CH3:20])[CH3:19])=[CH:14][CH:15]=2)[CH:10]=[CH:9]1)=[O:7])([CH3:4])([CH3:3])[CH3:2].I[C:26]1[C:27](=[O:43])[N:28]([CH2:35][O:36][CH2:37][CH2:38][Si:39]([CH3:42])([CH3:41])[CH3:40])[CH:29]=[C:30]([N+:32]([O-:34])=[O:33])[CH:31]=1, predict the reaction product. The product is: [C:1]([O:5][C:6]([N:8]1[C:16]2[C:11](=[CH:12][C:13]([O:17][Si:18]([C:21]([CH3:24])([CH3:23])[CH3:22])([CH3:19])[CH3:20])=[CH:14][CH:15]=2)[CH:10]=[C:9]1[C:26]1[C:27](=[O:43])[N:28]([CH2:35][O:36][CH2:37][CH2:38][Si:39]([CH3:41])([CH3:40])[CH3:42])[CH:29]=[C:30]([N+:32]([O-:34])=[O:33])[CH:31]=1)=[O:7])([CH3:4])([CH3:3])[CH3:2].